This data is from Catalyst prediction with 721,799 reactions and 888 catalyst types from USPTO. The task is: Predict which catalyst facilitates the given reaction. (1) Reactant: [OH:1][C:2]1[CH:3]=[C:4]2[C:8](=[CH:9][CH:10]=1)[C:7](=O)[NH:6][C:5]2=[O:12].[C:13](=[O:16])([O-])[O-].[K+].[K+].[F:19][C:20]1[CH:27]=[CH:26][C:23]([CH2:24]Br)=[CH:22][CH:21]=1. Product: [F:19][C:20]1[CH:27]=[CH:26][C:23]([CH2:7][N:6]2[C:5](=[O:12])[C:4]3[C:8](=[CH:9][CH:10]=[C:2]([O:1][CH2:24][C:23]4[CH:26]=[CH:27][C:20]([F:19])=[CH:21][CH:22]=4)[CH:3]=3)[C:13]2=[O:16])=[CH:22][CH:21]=1. The catalyst class is: 8. (2) Reactant: [OH:1][C:2]1[CH:9]=[CH:8][C:5]([CH:6]=[O:7])=[CH:4][CH:3]=1.Br[CH2:11][CH2:12][CH2:13][CH2:14][CH2:15][CH2:16]Br.[OH-:18].[K+].CN(C)[CH:22]=[O:23]. The catalyst class is: 6. Product: [CH:6]([C:5]1[CH:8]=[CH:9][C:2]([O:1][CH2:11][CH2:12][CH2:13][CH2:14][CH2:15][CH2:16][O:18][C:2]2[CH:9]=[CH:8][C:5]([CH:22]=[O:23])=[CH:4][CH:3]=2)=[CH:3][CH:4]=1)=[O:7]. (3) Reactant: [Cl:1][C:2]1[CH:7]=[CH:6][C:5]([N:8]2[C:12](=[O:13])[CH:11]=[CH:10][C:9]2=[O:14])=[CH:4][C:3]=1[N+:15]([O-])=O.[H][H]. Product: [NH2:15][C:3]1[CH:4]=[C:5]([N:8]2[C:9](=[O:14])[CH2:10][CH2:11][C:12]2=[O:13])[CH:6]=[CH:7][C:2]=1[Cl:1]. The catalyst class is: 123. (4) Reactant: [F:1][C:2]([F:24])([F:23])[O:3][C:4]1[CH:9]=[CH:8][C:7]([C:10]2[C:18]3[C:13](=[CH:14][CH:15]=[CH:16][CH:17]=3)[NH:12][C:11]=2[C:19]([NH:21][NH2:22])=[O:20])=[CH:6][CH:5]=1.[S:25]1[CH:29]=[CH:28][N:27]=[C:26]1[CH:30]=O. Product: [S:25]1[CH:29]=[CH:28][N:27]=[C:26]1[CH:30]=[N:22][NH:21][C:19]([C:11]1[NH:12][C:13]2[C:18]([C:10]=1[C:7]1[CH:6]=[CH:5][C:4]([O:3][C:2]([F:23])([F:1])[F:24])=[CH:9][CH:8]=1)=[CH:17][CH:16]=[CH:15][CH:14]=2)=[O:20]. The catalyst class is: 8. (5) Reactant: [CH3:1][O:2][C:3]([C@@H:5]1[CH2:9][C@H:8]([NH:10][CH:11]2[CH2:16][CH2:15][C:14]([CH3:18])([CH3:17])[CH2:13][CH2:12]2)[CH2:7][N:6]1[C:19]([O:21][C:22]([CH3:25])([CH3:24])[CH3:23])=[O:20])=[O:4].[CH3:26][S:27](Cl)(=[O:29])=[O:28]. Product: [C:19]([N:6]1[CH2:7][C@@H:8]([N:10]([CH:11]2[CH2:16][CH2:15][C:14]([CH3:18])([CH3:17])[CH2:13][CH2:12]2)[S:27]([CH3:26])(=[O:29])=[O:28])[CH2:9][C@H:5]1[C:3]([O:2][CH3:1])=[O:4])([O:21][C:22]([CH3:25])([CH3:24])[CH3:23])=[O:20]. The catalyst class is: 2. (6) Reactant: [Br:1][C:2]1[CH:16]=[CH:15][C:5]([C:6]([NH:8][CH:9](O)[C:10]([Cl:13])([Cl:12])[Cl:11])=[O:7])=[CH:4][CH:3]=1.P(Cl)(Cl)(Cl)(Cl)Cl.BrC1C=CC(C(NC(Cl)C(Cl)(Cl)Cl)=O)=CC=1.[Cl:39][C:40]1[CH:46]=[CH:45][C:43]([NH2:44])=[CH:42][CH:41]=1. The catalyst class is: 22. Product: [Br:1][C:2]1[CH:16]=[CH:15][C:5]([C:6]([NH:8][CH:9]([NH:44][C:43]2[CH:45]=[CH:46][C:40]([Cl:39])=[CH:41][CH:42]=2)[C:10]([Cl:13])([Cl:12])[Cl:11])=[O:7])=[CH:4][CH:3]=1. (7) Reactant: [CH2:1]([N:3]1[C:7]([O:8][C:9]2[CH:14]=[CH:13][C:12]([O:15][CH3:16])=[CH:11][CH:10]=2)=[C:6]([CH:17]([C:19]2[CH:24]=[CH:23][CH:22]=[CH:21][CH:20]=2)O)[C:5]([CH3:25])=[N:4]1)[CH3:2].C([SiH](CC)CC)C. Product: [CH2:17]([C:6]1[C:5]([CH3:25])=[N:4][N:3]([CH2:1][CH3:2])[C:7]=1[O:8][C:9]1[CH:10]=[CH:11][C:12]([O:15][CH3:16])=[CH:13][CH:14]=1)[C:19]1[CH:24]=[CH:23][CH:22]=[CH:21][CH:20]=1. The catalyst class is: 55. (8) Reactant: C([O:4][CH2:5][C:6]1[C:15]([Cl:16])=[CH:14][C:9]([C:10]([O:12]C)=[O:11])=[C:8]([Br:17])[CH:7]=1)(=O)C.O.[OH-].[Li+]. Product: [Br:17][C:8]1[CH:7]=[C:6]([CH2:5][OH:4])[C:15]([Cl:16])=[CH:14][C:9]=1[C:10]([OH:12])=[O:11]. The catalyst class is: 87. (9) Reactant: [Br:1][C:2]1[CH:3]=[C:4]2[C:9](=[CH:10][CH:11]=1)[C:8](=[O:12])[NH:7][C:6](=[O:13])/[C:5]/2=[CH:14]\[NH:15][CH2:16][C:17]1[CH:22]=[CH:21][C:20]([OH:23])=[C:19]([OH:24])[CH:18]=1.[CH3:25][O:26][C:27](O[C:27]([O:26][CH3:25])=[O:28])=[O:28]. Product: [CH3:25][O:26][C:27](=[O:28])[O:24][C:19]1[CH:18]=[C:17]([CH2:16][NH:15][CH:14]=[C:5]2[C:4]3[C:9](=[CH:10][CH:11]=[C:2]([Br:1])[CH:3]=3)[C:8](=[O:12])[NH:7][C:6]2=[O:13])[CH:22]=[CH:21][C:20]=1[O:23][C:27]([O:26][CH3:25])=[O:28]. The catalyst class is: 17. (10) The catalyst class is: 16. Reactant: [Cl:1][C:2]1[C:3]([C:9]2[CH:10]=[N:11][C:12]([F:23])=[C:13]([NH:15][CH2:16][CH:17]3[CH2:22][CH2:21][O:20][CH2:19][CH2:18]3)[CH:14]=2)=[CH:4][C:5](F)=[N:6][CH:7]=1.[C@H:24]1([NH2:31])[CH2:29][CH2:28][C@H:27]([NH2:30])[CH2:26][CH2:25]1. Product: [NH2:30][C@H:27]1[CH2:28][CH2:29][C@H:24]([NH:31][C:5]2[CH:4]=[C:3]([C:9]3[CH:10]=[N:11][C:12]([F:23])=[C:13]([NH:15][CH2:16][CH:17]4[CH2:22][CH2:21][O:20][CH2:19][CH2:18]4)[CH:14]=3)[C:2]([Cl:1])=[CH:7][N:6]=2)[CH2:25][CH2:26]1.